From a dataset of NCI-60 drug combinations with 297,098 pairs across 59 cell lines. Regression. Given two drug SMILES strings and cell line genomic features, predict the synergy score measuring deviation from expected non-interaction effect. (1) Drug 1: CC12CCC3C(C1CCC2=O)CC(=C)C4=CC(=O)C=CC34C. Drug 2: CC1=C2C(C(=O)C3(C(CC4C(C3C(C(C2(C)C)(CC1OC(=O)C(C(C5=CC=CC=C5)NC(=O)OC(C)(C)C)O)O)OC(=O)C6=CC=CC=C6)(CO4)OC(=O)C)O)C)O. Cell line: A549. Synergy scores: CSS=46.3, Synergy_ZIP=-1.17, Synergy_Bliss=-1.75, Synergy_Loewe=-9.97, Synergy_HSA=1.58. (2) Drug 1: CC(C)CN1C=NC2=C1C3=CC=CC=C3N=C2N. Drug 2: CC12CCC3C(C1CCC2OP(=O)(O)O)CCC4=C3C=CC(=C4)OC(=O)N(CCCl)CCCl.[Na+]. Cell line: K-562. Synergy scores: CSS=1.72, Synergy_ZIP=2.44, Synergy_Bliss=5.23, Synergy_Loewe=-5.16, Synergy_HSA=-4.44. (3) Drug 1: CCN(CC)CCNC(=O)C1=C(NC(=C1C)C=C2C3=C(C=CC(=C3)F)NC2=O)C. Drug 2: C1=NC2=C(N1)C(=S)N=CN2. Cell line: K-562. Synergy scores: CSS=37.7, Synergy_ZIP=1.98, Synergy_Bliss=1.87, Synergy_Loewe=-21.9, Synergy_HSA=0.609.